Dataset: Full USPTO retrosynthesis dataset with 1.9M reactions from patents (1976-2016). Task: Predict the reactants needed to synthesize the given product. (1) Given the product [CH3:20][O:21][C:22](=[O:51])[C:23]([C:26]1[CH:27]=[CH:28][C:29]([C:18]#[C:17][C:9]2[CH:8]=[CH:7][C:6]3[CH:5]([N:4]([CH:1]4[CH2:3][CH2:2]4)[CH3:19])[CH2:14][CH2:13][C:12]([CH3:15])([CH3:16])[C:11]=3[CH:10]=2)=[CH:30][CH:31]=1)([CH3:25])[CH3:24], predict the reactants needed to synthesize it. The reactants are: [CH:1]1([N:4]([CH3:19])[CH:5]2[CH2:14][CH2:13][C:12]([CH3:16])([CH3:15])[C:11]3[CH:10]=[C:9]([C:17]#[CH:18])[CH:8]=[CH:7][C:6]2=3)[CH2:3][CH2:2]1.[CH3:20][O:21][C:22](=[O:51])[C:23]([C:26]1[CH:31]=[CH:30][C:29](C#CC2C=C(C3CC3)C3OC4(CC4)CC(C)(C)C=3C=2)=[CH:28][CH:27]=1)([CH3:25])[CH3:24].C(N(CC)CC)C.C(OCC)(=O)C. (2) Given the product [CH2:12]([NH:15][CH2:5][C:4]1[CH:3]=[C:2]([Cl:1])[C:9]([OH:10])=[C:8]([Cl:11])[CH:7]=1)[CH:13]=[CH2:14], predict the reactants needed to synthesize it. The reactants are: [Cl:1][C:2]1[CH:3]=[C:4]([CH:7]=[C:8]([Cl:11])[C:9]=1[OH:10])[CH:5]=O.[CH2:12]([NH2:15])[CH:13]=[CH2:14]. (3) Given the product [CH:3]1([C@H:9]([NH:14][C:15]([C:17]2[CH:22]=[CH:21][C:20]([C:23]3[CH:28]=[CH:27][C:26]([O:29][CH3:30])=[CH:25][CH:24]=3)=[CH:19][C:18]=2[NH:31][C:32]([NH:34][C:35]2[C:40]([CH3:41])=[CH:39][CH:38]=[CH:37][C:36]=2[CH3:42])=[O:33])=[O:16])[C:10]([OH:12])=[O:11])[CH2:8][CH2:7][CH2:6][CH2:5][CH2:4]1, predict the reactants needed to synthesize it. The reactants are: [OH-].[Li+].[CH:3]1([C@H:9]([NH:14][C:15]([C:17]2[CH:22]=[CH:21][C:20]([C:23]3[CH:28]=[CH:27][C:26]([O:29][CH3:30])=[CH:25][CH:24]=3)=[CH:19][C:18]=2[NH:31][C:32]([NH:34][C:35]2[C:40]([CH3:41])=[CH:39][CH:38]=[CH:37][C:36]=2[CH3:42])=[O:33])=[O:16])[C:10]([O:12]C)=[O:11])[CH2:8][CH2:7][CH2:6][CH2:5][CH2:4]1.CO.O. (4) The reactants are: Br[C:2]1[CH:7]=[CH:6][C:5]([C:8]2[O:12][N:11]=[C:10]([CH3:13])[C:9]=2[CH:14]([OH:24])[CH2:15][S:16][C:17]2[CH:18]=[C:19]([CH3:23])[CH:20]=[CH:21][CH:22]=2)=[CH:4][CH:3]=1.CC1(C)C(C)(C)OB([C:33]2[CH:38]=[CH:37][C:36]([C:39]3([C:42]([NH:44][S:45]([CH3:48])(=[O:47])=[O:46])=[O:43])[CH2:41][CH2:40]3)=[CH:35][CH:34]=2)O1. Given the product [OH:24][CH:14]([C:9]1[C:10]([CH3:13])=[N:11][O:12][C:8]=1[C:5]1[CH:6]=[CH:7][C:2]([C:33]2[CH:34]=[CH:35][C:36]([C:39]3([C:42]([NH:44][S:45]([CH3:48])(=[O:47])=[O:46])=[O:43])[CH2:41][CH2:40]3)=[CH:37][CH:38]=2)=[CH:3][CH:4]=1)[CH2:15][S:16][C:17]1[CH:18]=[C:19]([CH3:23])[CH:20]=[CH:21][CH:22]=1, predict the reactants needed to synthesize it.